From a dataset of Catalyst prediction with 721,799 reactions and 888 catalyst types from USPTO. Predict which catalyst facilitates the given reaction. Reactant: [NH2:1][C:2]1[N:11]=[CH:10][C:9]2[C:8](SC)=[N:7][CH:6]=[N:5][C:4]=2[CH:3]=1.[CH3:14][N:15]([CH3:24])[C:16]1[CH:17]=[C:18]([CH:21]=[CH:22][CH:23]=1)[CH2:19][NH2:20]. Product: [NH2:1][C:2]1[N:11]=[CH:10][C:9]2[C:8]([NH:20][CH2:19][C:18]3[CH:21]=[CH:22][CH:23]=[C:16]([N:15]([CH3:24])[CH3:14])[CH:17]=3)=[N:7][CH:6]=[N:5][C:4]=2[CH:3]=1. The catalyst class is: 32.